This data is from Full USPTO retrosynthesis dataset with 1.9M reactions from patents (1976-2016). The task is: Predict the reactants needed to synthesize the given product. (1) The reactants are: [C:1]([C:3]1([CH:9]2[CH2:12][N:11]([C:13]([O:15][C:16]([CH3:19])([CH3:18])[CH3:17])=[O:14])[CH2:10]2)[CH2:7][CH2:6][NH:5][C:4]1=[O:8])#[N:2].[Cl:20][C:21]1[N:26]=[C:25](Cl)[CH:24]=[CH:23][N:22]=1.C(=O)([O-])[O-].[Cs+].[Cs+].C1(P(C2C=CC=CC=2)C2C3OC4C(=CC=CC=4P(C4C=CC=CC=4)C4C=CC=CC=4)C(C)(C)C=3C=CC=2)C=CC=CC=1. Given the product [Cl:20][C:21]1[N:26]=[C:25]([N:5]2[CH2:6][CH2:7][C:3]([CH:9]3[CH2:12][N:11]([C:13]([O:15][C:16]([CH3:19])([CH3:18])[CH3:17])=[O:14])[CH2:10]3)([C:1]#[N:2])[C:4]2=[O:8])[CH:24]=[CH:23][N:22]=1, predict the reactants needed to synthesize it. (2) The reactants are: Cl[CH2:2][C:3]1[NH:8][C:7](=[O:9])[NH:6][C:5](=[O:10])[CH:4]=1.Br.BrCC1C=CC=CN=1.[NH:20]1[C:28]2[C:23](=[CH:24][CH:25]=[CH:26][CH:27]=2)[C:22]2([C:32]3=[CH:33][C:34]4[O:38][CH2:37][O:36][C:35]=4[CH:39]=[C:31]3[O:30][CH2:29]2)[C:21]1=[O:40].FC1C2OCCOC=2C=C2OCC3(C4C(=CC=CC=4)NC3=O)C=12. Given the product [O:40]=[C:21]1[C:22]2([C:32]3=[CH:33][C:34]4[O:38][CH2:37][O:36][C:35]=4[CH:39]=[C:31]3[O:30][CH2:29]2)[C:23]2[C:28](=[CH:27][CH:26]=[CH:25][CH:24]=2)[N:20]1[CH2:2][C:3]1[NH:8][C:7](=[O:9])[NH:6][C:5](=[O:10])[CH:4]=1, predict the reactants needed to synthesize it. (3) Given the product [C:12]([N:16]1[C:20]([CH2:21][CH:22]([CH3:23])[CH3:24])=[CH:19][C:18]([CH:25]=[O:26])=[N:17]1)([CH3:14])([CH3:15])[CH3:13], predict the reactants needed to synthesize it. The reactants are: C1C=C[NH+]=CC=1.[O-][Cr](Cl)(=O)=O.[C:12]([N:16]1[C:20]([CH2:21][CH:22]([CH3:24])[CH3:23])=[CH:19][C:18]([CH2:25][OH:26])=[N:17]1)([CH3:15])([CH3:14])[CH3:13].CCCCCC.CCOC(C)=O. (4) Given the product [CH:14]1([N:13]2[C:7]3[CH:6]=[C:5]([CH3:20])[C:4]([C:3]([OH:2])=[O:21])=[CH:9][C:8]=3[N:10]=[C:29]2[C:37]2[CH:36]=[CH:35][O:38][CH:32]=2)[CH2:19][CH2:18][CH2:17][CH2:16][CH2:15]1, predict the reactants needed to synthesize it. The reactants are: C[O:2][C:3](=[O:21])[C:4]1[CH:9]=[C:8]([N+:10]([O-])=O)[C:7]([NH:13][CH:14]2[CH2:19][CH2:18][CH2:17][CH2:16][CH2:15]2)=[CH:6][C:5]=1[CH3:20].Cl.COC(=O)[C@H](C[C:29]1[C:37]2[C:32](=CC=[C:35]([OH:38])[CH:36]=2)NC=1)N.